Dataset: Forward reaction prediction with 1.9M reactions from USPTO patents (1976-2016). Task: Predict the product of the given reaction. (1) Given the reactants [NH2:1][C:2]1[CH:7]=[CH:6][NH:5][C:4](=[O:8])[N:3]=1.C([O-])([O-])=O.[K+].[K+].[C:15]1([CH2:21][C:22](Cl)=[O:23])[CH:20]=[CH:19][CH:18]=[CH:17][CH:16]=1, predict the reaction product. The product is: [O:8]=[C:4]1[N:3]=[C:2]([NH:1][C:22](=[O:23])[CH2:21][C:15]2[CH:20]=[CH:19][CH:18]=[CH:17][CH:16]=2)[CH:7]=[CH:6][NH:5]1. (2) Given the reactants [NH2:1][C:2]1[CH:7]=[C:6]([O:8][C:9]2[CH:14]=[CH:13][C:12]([NH:15][C:16]([C:18]3([C:21]([NH:23][C:24]4[CH:29]=[CH:28][C:27]([F:30])=[CH:26][CH:25]=4)=[O:22])[CH2:20][CH2:19]3)=[O:17])=[C:11]([F:31])[CH:10]=2)[CH:5]=[CH:4][N:3]=1.[CH2:32]([N:34]([CH2:37][CH3:38])[CH2:35]C)C.ClC(OC1C=CC=CC=1)=[O:41].C(=O)([O-])O.[Na+], predict the reaction product. The product is: [N:34]1([C:32]([NH:1][C:2]2[CH:7]=[C:6]([O:8][C:9]3[CH:14]=[CH:13][C:12]([NH:15][C:16]([C:18]4([C:21]([NH:23][C:24]5[CH:25]=[CH:26][C:27]([F:30])=[CH:28][CH:29]=5)=[O:22])[CH2:20][CH2:19]4)=[O:17])=[C:11]([F:31])[CH:10]=3)[CH:5]=[CH:4][N:3]=2)=[O:41])[CH2:35][CH2:38][CH2:37]1. (3) Given the reactants [C:1]([N:5]1[C:9]2[CH:10]=[CH:11][CH:12]=[CH:13][C:8]=2[O:7][C:6]1=[O:14])(=[O:4])[CH2:2][CH3:3].[CH3:15][C:16]([CH3:20])([CH3:19])[CH:17]=[O:18], predict the reaction product. The product is: [OH:18][C@H:17]([C:16]([CH3:20])([CH3:19])[CH3:15])[C@@H:2]([CH3:3])[C:1]([N:5]1[C:9]2[CH:10]=[CH:11][CH:12]=[CH:13][C:8]=2[O:7][C:6]1=[O:14])=[O:4]. (4) Given the reactants [F:1][C:2]1[CH:15]=[C:14]([N+:16]([O-:18])=[O:17])[CH:13]=[CH:12][C:3]=1[O:4][C:5]1[N:10]=[CH:9][N:8]=[C:7]([NH2:11])[CH:6]=1.[CH2:19]([N:21]([CH2:24][CH3:25])[CH2:22]C)[CH3:20].ClC(OC1C=CC=CC=1)=[O:28].N1CCCC1, predict the reaction product. The product is: [F:1][C:2]1[CH:15]=[C:14]([N+:16]([O-:18])=[O:17])[CH:13]=[CH:12][C:3]=1[O:4][C:5]1[N:10]=[CH:9][N:8]=[C:7]([NH:11][C:22]([N:21]2[CH2:24][CH2:25][CH2:20][CH2:19]2)=[O:28])[CH:6]=1. (5) Given the reactants [Cl:1][C:2]1[CH:3]=[C:4]2[C:9](=[CH:10][CH:11]=1)[O:8][C:7](=[O:12])[CH:6]=[C:5]2[OH:13].CCN(C(C)C)C(C)C.[CH2:23]([S:27](Cl)(=[O:29])=[O:28])[CH2:24][CH2:25][CH3:26], predict the reaction product. The product is: [Cl:1][C:2]1[CH:11]=[CH:10][C:9]2[O:8][C:7](=[O:12])[CH:6]=[C:5]([O:13][S:27]([CH2:23][CH2:24][CH2:25][CH3:26])(=[O:29])=[O:28])[C:4]=2[CH:3]=1. (6) The product is: [C:24]1([CH:23]([C:30]2[CH:31]=[CH:32][CH:33]=[CH:34][CH:35]=2)[S:1][C:2]2[S:3][C:4]3[CH2:10][O:9][C:8]4[C:11]([O:15][CH2:16][C:17]([OH:19])=[O:18])=[CH:12][CH:13]=[CH:14][C:7]=4[C:5]=3[N:6]=2)[CH:29]=[CH:28][CH:27]=[CH:26][CH:25]=1. Given the reactants [SH:1][C:2]1[S:3][C:4]2[CH2:10][O:9][C:8]3[C:11]([O:15][CH2:16][C:17]([O:19]CC)=[O:18])=[CH:12][CH:13]=[CH:14][C:7]=3[C:5]=2[N:6]=1.Br[CH:23]([C:30]1[CH:35]=[CH:34][CH:33]=[CH:32][CH:31]=1)[C:24]1[CH:29]=[CH:28][CH:27]=[CH:26][CH:25]=1, predict the reaction product. (7) The product is: [Br:1][C:2]1[C:3]([CH3:9])=[CH:4][C:5]([OH:8])=[C:6]([C:11]([CH3:13])([CH3:12])[CH3:10])[CH:7]=1. Given the reactants [Br:1][C:2]1[CH:7]=[CH:6][C:5]([OH:8])=[CH:4][C:3]=1[CH3:9].[CH3:10][C:11](O)([CH3:13])[CH3:12].S(=O)(=O)(O)O, predict the reaction product.